From a dataset of Peptide-MHC class I binding affinity with 185,985 pairs from IEDB/IMGT. Regression. Given a peptide amino acid sequence and an MHC pseudo amino acid sequence, predict their binding affinity value. This is MHC class I binding data. (1) The peptide sequence is IPERLERW. The MHC is Mamu-B52 with pseudo-sequence Mamu-B52. The binding affinity (normalized) is 0.293. (2) The peptide sequence is EKAAWGVAL. The MHC is HLA-A29:02 with pseudo-sequence HLA-A29:02. The binding affinity (normalized) is 0.0847. (3) The peptide sequence is EQFWCGIPY. The MHC is HLA-B15:01 with pseudo-sequence HLA-B15:01. The binding affinity (normalized) is 0.596. (4) The peptide sequence is SLEKAANVQW. The MHC is HLA-B44:02 with pseudo-sequence HLA-B44:02. The binding affinity (normalized) is 0.142. (5) The peptide sequence is REPVNATED. The MHC is HLA-A24:02 with pseudo-sequence HLA-A24:02. The binding affinity (normalized) is 0.127. (6) The peptide sequence is EIINNGISY. The MHC is HLA-B51:01 with pseudo-sequence HLA-B51:01. The binding affinity (normalized) is 0.0847. (7) The peptide sequence is QQKKCKYCI. The MHC is HLA-A02:01 with pseudo-sequence HLA-A02:01. The binding affinity (normalized) is 0.0235. (8) The peptide sequence is VCEEFFHQK. The MHC is HLA-A33:01 with pseudo-sequence HLA-A33:01. The binding affinity (normalized) is 0. (9) The peptide sequence is WIFEIATPL. The MHC is HLA-B35:01 with pseudo-sequence HLA-B35:01. The binding affinity (normalized) is 0.936. (10) The peptide sequence is TVLGVSIL. The MHC is HLA-A02:03 with pseudo-sequence HLA-A02:03. The binding affinity (normalized) is 0.116.